From a dataset of Full USPTO retrosynthesis dataset with 1.9M reactions from patents (1976-2016). Predict the reactants needed to synthesize the given product. (1) Given the product [F:20][CH:19]([F:21])[O:11][C:4]1[CH:5]=[CH:6][C:7]([N+:8]([O-:10])=[O:9])=[C:2]([F:1])[CH:3]=1, predict the reactants needed to synthesize it. The reactants are: [F:1][C:2]1[CH:3]=[C:4]([OH:11])[CH:5]=[CH:6][C:7]=1[N+:8]([O-:10])=[O:9].C(=O)([O-])[O-].[K+].[K+].Cl[CH:19]([F:21])[F:20]. (2) Given the product [CH3:16][O:17][C:1](=[O:5])[C:2]([C:9]1[N:10]2[CH:15]=[CH:14][CH:13]=[CH:12][C:11]2=[N:7][CH:8]=1)=[O:3], predict the reactants needed to synthesize it. The reactants are: [C:1](Cl)(=[O:5])[C:2](Cl)=[O:3].[N:7]1[CH:8]=[CH:9][N:10]2[CH:15]=[CH:14][CH:13]=[CH:12][C:11]=12.[CH3:16][OH:17].